Predict which catalyst facilitates the given reaction. From a dataset of Catalyst prediction with 721,799 reactions and 888 catalyst types from USPTO. Product: [C:28]([O:26][C@H:10]1[C@H:9]([O:8][Si:1]([C:4]([CH3:7])([CH3:5])[CH3:6])([CH3:3])[CH3:2])[C:14]2([CH2:16][CH2:15]2)[O:13][C@@H:12]([C:17]2[CH:22]=[CH:21][N:20]=[CH:19][C:18]=2[N+:23]([O-:25])=[O:24])[CH2:11]1)(=[O:29])[CH3:27]. The catalyst class is: 17. Reactant: [Si:1]([O:8][C@@H:9]1[C:14]2([CH2:16][CH2:15]2)[O:13][C@@H:12]([C:17]2[CH:22]=[CH:21][N:20]=[CH:19][C:18]=2[N+:23]([O-:25])=[O:24])[CH2:11][CH:10]1[OH:26])([C:4]([CH3:7])([CH3:6])[CH3:5])([CH3:3])[CH3:2].[CH3:27][C:28](OC(C)=O)=[O:29].